Task: Predict the reactants needed to synthesize the given product.. Dataset: Full USPTO retrosynthesis dataset with 1.9M reactions from patents (1976-2016) (1) Given the product [S:11](=[O:13])(=[O:12])([O:7][CH2:1][CH2:2][CH2:3][CH2:4][CH2:5][CH3:6])[NH2:14], predict the reactants needed to synthesize it. The reactants are: [CH2:1]([OH:7])[CH2:2][CH2:3][CH2:4][CH2:5][CH3:6].[H-].[Na+].Cl[S:11]([N:14]=C=O)(=[O:13])=[O:12].C(O)=O. (2) Given the product [Cl:43][C:37]1[S:36][C:35]([C:33]([C:32]2[C:27]([NH:26][C@H:12]3[CH2:13][C@H:14]([O:15][Si:16]([CH:20]([CH3:21])[CH3:22])([CH:17]([CH3:18])[CH3:19])[CH:23]([CH3:24])[CH3:25])[C@@H:10]([CH2:9][OH:8])[CH2:11]3)=[N:28][CH:29]=[N:30][CH:31]=2)=[O:34])=[CH:39][C:38]=1[CH2:40][O:41][CH3:42], predict the reactants needed to synthesize it. The reactants are: [Si]([O:8][CH2:9][C@@H:10]1[C@@H:14]([O:15][Si:16]([CH:23]([CH3:25])[CH3:24])([CH:20]([CH3:22])[CH3:21])[CH:17]([CH3:19])[CH3:18])[CH2:13][C@H:12]([NH:26][C:27]2[C:32]([C:33]([C:35]3[S:36][C:37]([Cl:43])=[C:38]([CH2:40][O:41][CH3:42])[CH:39]=3)=[O:34])=[CH:31][N:30]=[CH:29][N:28]=2)[CH2:11]1)(C(C)(C)C)(C)C.Cl. (3) The reactants are: [NH2:1][C@H:2]([CH2:5][S:6][C:7]([C:20]1[CH:25]=[CH:24][CH:23]=[CH:22][CH:21]=1)([C:14]1[CH:19]=[CH:18][CH:17]=[CH:16][CH:15]=1)[C:8]1[CH:13]=[CH:12][CH:11]=[CH:10][CH:9]=1)[CH2:3][OH:4].C(N(CC)CC)C.[C:33]([C:41]1[C:42](=[O:52])[N:43]([CH3:51])[C:44](=[O:50])[N:45]([CH3:49])[C:46]=1[CH2:47]Br)(=O)[C:34]1[CH:39]=[CH:38][CH:37]=[CH:36][CH:35]=1. Given the product [OH:4][CH2:3][C@H:2]([N:1]1[C:33]([C:34]2[CH:39]=[CH:38][CH:37]=[CH:36][CH:35]=2)=[C:41]2[C:46]([N:45]([CH3:49])[C:44](=[O:50])[N:43]([CH3:51])[C:42]2=[O:52])=[CH:47]1)[CH2:5][S:6][C:7]([C:20]1[CH:25]=[CH:24][CH:23]=[CH:22][CH:21]=1)([C:8]1[CH:13]=[CH:12][CH:11]=[CH:10][CH:9]=1)[C:14]1[CH:15]=[CH:16][CH:17]=[CH:18][CH:19]=1, predict the reactants needed to synthesize it. (4) Given the product [CH3:15][C:16]1[CH:24]=[C:23]([CH3:25])[C:22]([CH3:26])=[C:21]2[C:17]=1[CH:18]=[C:19]([C:27]([NH:1][C@H:2]1[CH2:7][CH2:6][CH2:5][NH:4][CH2:3]1)=[O:28])[NH:20]2, predict the reactants needed to synthesize it. The reactants are: [NH2:1][C@H:2]1[CH2:7][CH2:6][CH2:5][N:4](C(OC(C)(C)C)=O)[CH2:3]1.[CH3:15][C:16]1[CH:24]=[C:23]([CH3:25])[C:22]([CH3:26])=[C:21]2[C:17]=1[CH:18]=[C:19]([C:27](O)=[O:28])[NH:20]2. (5) Given the product [Br:8][CH:4]([Br:9])[C:3](=[O:5])[C:2]([F:7])([CH3:6])[CH3:1], predict the reactants needed to synthesize it. The reactants are: [CH3:1][C:2]([F:7])([CH3:6])[C:3](=[O:5])[CH3:4].[Br-:8].[Br-:9].[Br-].[NH+]1C=CC=CC=1.[NH+]1C=CC=CC=1.[NH+]1C=CC=CC=1.